This data is from Reaction yield outcomes from USPTO patents with 853,638 reactions. The task is: Predict the reaction yield, written as a fraction of the theoretical maximum amount of product (1.0 means a 100% yield; for example, 0.34 means a 34% yield). (1) The reactants are [CH3:1][C:2]1[C:6]([CH2:7][N:8]2[CH:12]=[C:11]([N:13]3[C:17](=[O:18])[CH2:16][NH:15][C:14]3=[O:19])[CH:10]=[N:9]2)=[C:5]([CH3:20])[O:4][N:3]=1.[F:21][C:22]1[CH:30]=[CH:29][C:25]([CH2:26][CH2:27]Br)=[CH:24][CH:23]=1. No catalyst specified. The product is [CH3:1][C:2]1[C:6]([CH2:7][N:8]2[CH:12]=[C:11]([N:13]3[C:17](=[O:18])[CH2:16][N:15]([CH2:27][CH2:26][C:25]4[CH:29]=[CH:30][C:22]([F:21])=[CH:23][CH:24]=4)[C:14]3=[O:19])[CH:10]=[N:9]2)=[C:5]([CH3:20])[O:4][N:3]=1. The yield is 0.340. (2) The catalyst is CCO. The reactants are [NH:1]1[CH2:6][CH2:5][CH2:4][CH:3]([C:7]2[C:11]3=[C:12]4[CH:18]=[CH:17][NH:16][C:13]4=[N:14][CH:15]=[C:10]3[NH:9][N:8]=2)[CH2:2]1.Cl[C:20]1[CH:27]=[CH:26][C:23]([C:24]#[N:25])=[CH:22][N:21]=1.CCN(C(C)C)C(C)C. The product is [C:7]1([CH:3]2[CH2:4][CH2:5][CH2:6][N:1]([C:20]3[CH:27]=[CH:26][C:23]([C:24]#[N:25])=[CH:22][N:21]=3)[CH2:2]2)[C:11]2=[C:12]3[CH:18]=[CH:17][NH:16][C:13]3=[N:14][CH:15]=[C:10]2[NH:9][N:8]=1. The yield is 0.0600.